Dataset: Forward reaction prediction with 1.9M reactions from USPTO patents (1976-2016). Task: Predict the product of the given reaction. (1) Given the reactants [O:1]1[CH2:6][CH2:5][N:4]([C:7]2[CH:12]=[CH:11][C:10]([C:13]3[NH:17][C:16]4[CH:18]=[CH:19][CH:20]=[C:21]([C:22](O)=[O:23])[C:15]=4[N:14]=3)=[C:9]([C:25]([F:28])([F:27])[F:26])[CH:8]=2)[CH2:3][CH2:2]1.CN(C(ON1N=[N:44][C:39]2[CH:40]=[CH:41][CH:42]=[N:43][C:38]1=2)=[N+](C)C)C.F[P-](F)(F)(F)(F)F.CCN(C(C)C)C(C)C.NC1C=NC=CC=1, predict the reaction product. The product is: [O:1]1[CH2:6][CH2:5][N:4]([C:7]2[CH:12]=[CH:11][C:10]([C:13]3[NH:17][C:16]4[CH:18]=[CH:19][CH:20]=[C:21]([C:22]([NH:44][C:39]5[CH:38]=[N:43][CH:42]=[CH:41][CH:40]=5)=[O:23])[C:15]=4[N:14]=3)=[C:9]([C:25]([F:27])([F:26])[F:28])[CH:8]=2)[CH2:3][CH2:2]1. (2) The product is: [CH3:43][O:42][C:39]1[CH:38]=[CH:37][C:36]([C:35]([NH:17][C:10]2[CH2:11][S:12](=[O:16])(=[O:15])[CH2:13][CH2:14][C@:8]([C:6]3[CH:7]=[C:2]([Br:1])[CH:3]=[CH:4][C:5]=3[F:21])([CH:18]([F:19])[F:20])[N:9]=2)([C:34]2[CH:33]=[CH:32][C:31]([O:30][CH3:29])=[CH:52][CH:51]=2)[C:44]2[CH:49]=[CH:48][CH:47]=[CH:46][CH:45]=2)=[CH:41][CH:40]=1. Given the reactants [Br:1][C:2]1[CH:3]=[CH:4][C:5]([F:21])=[C:6]([C@:8]2([CH:18]([F:20])[F:19])[CH2:14][CH2:13][S:12](=[O:16])(=[O:15])[CH2:11][C:10]([NH2:17])=[N:9]2)[CH:7]=1.C(N(CC)CC)C.[CH3:29][O:30][C:31]1[CH:52]=[CH:51][C:34]([C:35](Cl)([C:44]2[CH:49]=[CH:48][CH:47]=[CH:46][CH:45]=2)[C:36]2[CH:41]=[CH:40][C:39]([O:42][CH3:43])=[CH:38][CH:37]=2)=[CH:33][CH:32]=1, predict the reaction product. (3) Given the reactants [CH3:1][O:2][C:3]1[CH:4]=[C:5]([CH:21]=[CH:22][C:23]=1[O:24][CH3:25])[CH2:6][CH:7]1[C:16]2[C:11](=[CH:12][C:13]([O:19][CH3:20])=[C:14]([O:17][CH3:18])[CH:15]=2)[CH2:10][CH2:9][NH:8]1.Br[CH2:27][C:28](Br)=[O:29].[NH2:31][CH:32]1[C:40]2[C:35](=[CH:36][C:37]([O:41][CH3:42])=[CH:38][CH:39]=2)[CH2:34][CH2:33]1, predict the reaction product. The product is: [CH3:1][O:2][C:3]1[CH:4]=[C:5]([CH:21]=[CH:22][C:23]=1[O:24][CH3:25])[CH2:6][CH:7]1[C:16]2[C:11](=[CH:12][C:13]([O:19][CH3:20])=[C:14]([O:17][CH3:18])[CH:15]=2)[CH2:10][CH2:9][N:8]1[CH2:27][C:28]([NH:31][CH:32]1[C:40]2[C:35](=[CH:36][C:37]([O:41][CH3:42])=[CH:38][CH:39]=2)[CH2:34][CH2:33]1)=[O:29].